From a dataset of Reaction yield outcomes from USPTO patents with 853,638 reactions. Predict the reaction yield, written as a fraction of the theoretical maximum amount of product (1.0 means a 100% yield; for example, 0.34 means a 34% yield). (1) The reactants are C(OC(=O)[CH:7]([C:10]1[N:15]=[CH:14][C:13]([Br:16])=[CH:12][N:11]=1)[C:8]#[N:9])(C)(C)C.FC(F)(F)C(O)=O. The catalyst is ClCCl. The product is [Br:16][C:13]1[CH:12]=[N:11][C:10]([CH2:7][C:8]#[N:9])=[N:15][CH:14]=1. The yield is 0.710. (2) The reactants are [Br:1][C:2]1[S:6][C:5]([Cl:7])=[C:4]([CH2:8][C:9]2[CH:14]=[CH:13][C:12]([OH:15])=[CH:11][CH:10]=2)[CH:3]=1.[CH3:16][C:17]([Si:20](Cl)([CH3:22])[CH3:21])([CH3:19])[CH3:18].N1C=CN=C1. The catalyst is CN(C=O)C.CN(C1C=CN=CC=1)C. The product is [Br:1][C:2]1[S:6][C:5]([Cl:7])=[C:4]([CH2:8][C:9]2[CH:14]=[CH:13][C:12]([O:15][Si:20]([C:17]([CH3:19])([CH3:18])[CH3:16])([CH3:22])[CH3:21])=[CH:11][CH:10]=2)[CH:3]=1. The yield is 0.990. (3) The reactants are Br[C:2]1[CH:24]=[CH:23][C:5]2[C:6]3[N:7]([CH:11]=[C:12]([C:14]4[N:18]([CH:19]([CH3:21])[CH3:20])[N:17]=[C:16](C)[N:15]=4)[N:13]=3)[CH2:8][CH2:9][O:10][C:4]=2[CH:3]=1.[Si]([O:32][C:33]([O:35][CH3:36])=[CH2:34])(C(C)(C)C)(C)C.C([Sn](F)(CCCC)CCCC)CCC. The catalyst is O1CCCC1.CC1C=CC=CC=1[P](C1C=CC=CC=1C)([Pd](Cl)(Cl)[P](C1=C(C)C=CC=C1)(C1C=CC=CC=1C)C1C=CC=CC=1C)C1C=CC=CC=1C. The product is [CH:19]([N:18]1[C:14]([C:12]2[N:13]=[C:6]3[C:5]4[CH:23]=[CH:24][C:2]([CH2:34][C:33]([O:35][CH3:36])=[O:32])=[CH:3][C:4]=4[O:10][CH2:9][CH2:8][N:7]3[CH:11]=2)=[N:15][CH:16]=[N:17]1)([CH3:21])[CH3:20]. The yield is 0.510. (4) The reactants are [Cl:1][CH2:2][C:3](Cl)=[O:4].[CH3:6][NH:7][CH2:8][CH2:9][C:10]1[CH:15]=[CH:14][CH:13]=[CH:12][CH:11]=1.C(N(CC)CC)C. The catalyst is ClCCl. The product is [Cl:1][CH2:2][C:3]([N:7]([CH3:6])[CH2:8][CH2:9][C:10]1[CH:15]=[CH:14][CH:13]=[CH:12][CH:11]=1)=[O:4]. The yield is 0.950. (5) The reactants are [NH2:1][CH2:2][CH2:3][CH2:4][CH2:5][C@H:6]([NH:10][C:11]([O:13][C:14]([CH3:17])([CH3:16])[CH3:15])=[O:12])[C:7]([OH:9])=[O:8].C([O-])(O)=O.[Na+].[C:23](ON1C(=O)CCC1=O)([O:25][CH2:26][C:27]1[CH:32]=[CH:31][CH:30]=[CH:29][CH:28]=1)=[O:24].Cl. The product is [CH2:26]([O:25][C:23]([NH:1][CH2:2][CH2:3][CH2:4][CH2:5][C@H:6]([NH:10][C:11]([O:13][C:14]([CH3:17])([CH3:16])[CH3:15])=[O:12])[C:7]([OH:9])=[O:8])=[O:24])[C:27]1[CH:32]=[CH:31][CH:30]=[CH:29][CH:28]=1. The yield is 0.919. The catalyst is C1COCC1.O. (6) The catalyst is C1C=CC([P]([Pd]([P](C2C=CC=CC=2)(C2C=CC=CC=2)C2C=CC=CC=2)([P](C2C=CC=CC=2)(C2C=CC=CC=2)C2C=CC=CC=2)[P](C2C=CC=CC=2)(C2C=CC=CC=2)C2C=CC=CC=2)(C2C=CC=CC=2)C2C=CC=CC=2)=CC=1. The yield is 0.560. The product is [NH2:1][C:2]1[C:3]([C:24]2[CH:25]=[CH:26][CH:27]=[CH:28][C:23]=2[CH3:22])=[CH:4][C:5]([S:8]([C:11]2[CH:12]=[C:13]([C:18]([NH2:20])=[O:19])[S:14][C:15]=2[S:16][CH3:17])(=[O:10])=[O:9])=[CH:6][CH:7]=1. The reactants are [NH2:1][C:2]1[CH:7]=[CH:6][C:5]([S:8]([C:11]2[CH:12]=[C:13]([C:18]([NH2:20])=[O:19])[S:14][C:15]=2[S:16][CH3:17])(=[O:10])=[O:9])=[CH:4][C:3]=1Br.[CH3:22][C:23]1[CH:28]=[CH:27][CH:26]=[CH:25][C:24]=1B(O)O.C([O-])([O-])=O.[Na+].[Na+]. (7) The reactants are C[Si](C([Si](C)(C)C)C(N)=[O:7])(C)C.[CH2:13]([C@@:16]1(C2C=CC=CC=2C([O-])=O)[C@@H:20]([O:21][CH2:22][C:23]2[CH:28]=[CH:27][CH:26]=[CH:25][CH:24]=2)[C@@H:19]([CH2:29][O:30][CH2:31][C:32]2[CH:37]=[CH:36][CH:35]=[CH:34][CH:33]=2)[O:18][C@@H:17]1OC)[CH:14]=[CH2:15].[NH:49]1[CH:56]=[CH:55][C:53](=[O:54])[NH:52][C:50]1=[O:51].[Sn](Cl)(Cl)(Cl)Cl.C([O-])(O)=O.[Na+]. The catalyst is C(#N)C.C(OCC)(=O)C. The product is [CH2:13]([C@@:16]1([OH:7])[C@H:20]([O:21][CH2:22][C:23]2[CH:28]=[CH:27][CH:26]=[CH:25][CH:24]=2)[C@@H:19]([CH2:29][O:30][CH2:31][C:32]2[CH:37]=[CH:36][CH:35]=[CH:34][CH:33]=2)[O:18][C@H:17]1[N:49]1[CH:56]=[CH:55][C:53](=[O:54])[NH:52][C:50]1=[O:51])[CH:14]=[CH2:15]. The yield is 0.760.